From a dataset of Forward reaction prediction with 1.9M reactions from USPTO patents (1976-2016). Predict the product of the given reaction. (1) Given the reactants [CH2:1]([N:4]([CH2:19][CH2:20][CH3:21])[C:5]([CH2:7][C:8]1[C:16]2[C:11](=[CH:12][CH:13]=[C:14]([O:17][CH3:18])[CH:15]=2)[NH:10][CH:9]=1)=[O:6])[CH2:2][CH3:3].[H-].[Na+].[CH3:24]I, predict the reaction product. The product is: [CH2:19]([N:4]([CH2:1][CH2:2][CH3:3])[C:5]([CH2:7][C:8]1[C:16]2[C:11](=[CH:12][CH:13]=[C:14]([O:17][CH3:18])[CH:15]=2)[N:10]([CH3:24])[CH:9]=1)=[O:6])[CH2:20][CH3:21]. (2) Given the reactants [C:1]1([S:7]([CH2:9][Cl:10])=O)[CH:6]=[CH:5][CH:4]=[CH:3][CH:2]=1.[CH3:11][C:12]1[CH:13]=[CH:14][C:15]([CH3:18])=[CH:16][CH:17]=1.[F:19][C:20]([F:33])([F:32])[S:21]([O:24]S(C(F)(F)F)(=O)=O)(=[O:23])=[O:22], predict the reaction product. The product is: [O-:24][S:21]([C:20]([F:33])([F:32])[F:19])(=[O:23])=[O:22].[Cl:10][CH2:9][S+:7]([C:17]1[CH:16]=[C:15]([CH3:18])[CH:14]=[CH:13][C:12]=1[CH3:11])[C:1]1[CH:6]=[CH:5][CH:4]=[CH:3][CH:2]=1.